From a dataset of Reaction yield outcomes from USPTO patents with 853,638 reactions. Predict the reaction yield, written as a fraction of the theoretical maximum amount of product (1.0 means a 100% yield; for example, 0.34 means a 34% yield). (1) The reactants are [CH2:1]([N:4](C)[CH2:5][C@@H:6]([CH3:27])[O:7][C:8]1[CH:17]=[CH:16][CH:15]=[C:14]2[C:9]=1[C:10]([NH:18][C:19]1[CH:24]=[CH:23][C:22]([OH:25])=[C:21]([CH3:26])[CH:20]=1)=[N:11][CH:12]=[N:13]2)C=C. The catalyst is C1C=CC(P(C2C=CC=CC=2)C2C=CC=CC=2)=CC=1.C1C=CC(P(C2C=CC=CC=2)C2C=CC=CC=2)=CC=1.C1C=CC(P(C2C=CC=CC=2)C2C=CC=CC=2)=CC=1.[Cl-].[Rh]. The product is [CH3:26][C:21]1[CH:20]=[C:19]([NH:18][C:10]2[C:9]3[C:14](=[CH:15][CH:16]=[CH:17][C:8]=3[O:7][C@H:6]([CH3:27])[CH2:5][NH:4][CH3:1])[N:13]=[CH:12][N:11]=2)[CH:24]=[CH:23][C:22]=1[OH:25]. The yield is 0.560. (2) The yield is 0.740. The reactants are [O:1]=[C:2]1[NH:7][CH:6]2[CH:4]([CH2:5]2)[N:3]1[C:8]([O:10][CH2:11][C:12]1[CH:17]=[CH:16][CH:15]=[CH:14][CH:13]=1)=[O:9].Br[C:19]1[CH:24]=[CH:23][N:22]=[C:21]([C:25]([F:28])([F:27])[F:26])[CH:20]=1.CC1(C)C2C(=C(P(C3C=CC=CC=3)C3C=CC=CC=3)C=CC=2)OC2C(P(C3C=CC=CC=3)C3C=CC=CC=3)=CC=CC1=2.C(=O)([O-])[O-].[Cs+].[Cs+]. The catalyst is C1C=CC(/C=C/C(/C=C/C2C=CC=CC=2)=O)=CC=1.C1C=CC(/C=C/C(/C=C/C2C=CC=CC=2)=O)=CC=1.C1C=CC(/C=C/C(/C=C/C2C=CC=CC=2)=O)=CC=1.[Pd].[Pd].O1CCOCC1. The product is [O:1]=[C:2]1[N:7]([C:19]2[CH:24]=[CH:23][N:22]=[C:21]([C:25]([F:28])([F:27])[F:26])[CH:20]=2)[CH:6]2[CH:4]([CH2:5]2)[N:3]1[C:8]([O:10][CH2:11][C:12]1[CH:17]=[CH:16][CH:15]=[CH:14][CH:13]=1)=[O:9]. (3) The reactants are [Cl:1][C:2]1[CH:3]=[CH:4][C:5]2[O:9][C:8]([C:10]3[CH:11]=[CH:12][C:13]([NH:17][CH:18]4[CH2:23][CH2:22][O:21][CH2:20][CH2:19]4)=[C:14]([CH:16]=3)[NH2:15])=[N:7][C:6]=2[CH:24]=1.[CH3:25][C:26]([NH:28][C:29]1[CH:34]=[CH:33][C:32]([CH:35]=O)=[CH:31][CH:30]=1)=[O:27].OOS([O-])=O.[K+].C(=O)([O-])[O-].[K+].[K+]. The catalyst is CN(C)C=O. The product is [C:26]([NH:28][C:29]1[CH:34]=[CH:33][C:32]([C:35]2[N:17]([CH:18]3[CH2:19][CH2:20][O:21][CH2:22][CH2:23]3)[C:13]3[CH:12]=[CH:11][C:10]([C:8]4[O:9][C:5]5[CH:4]=[CH:3][C:2]([Cl:1])=[CH:24][C:6]=5[N:7]=4)=[CH:16][C:14]=3[N:15]=2)=[CH:31][CH:30]=1)(=[O:27])[CH3:25]. The yield is 0.740. (4) The product is [CH2:11]([O:10][C:8]([C:4]1[C:3]([CH3:13])=[C:2]([C:18]2[CH:19]=[CH:20][C:15]([F:14])=[CH:16][CH:17]=2)[N:6]([CH3:7])[CH:5]=1)=[O:9])[CH3:12]. The yield is 0.960. The catalyst is CN(C=O)C.O.C(Cl)Cl.C1C=CC([P]([Pd]([P](C2C=CC=CC=2)(C2C=CC=CC=2)C2C=CC=CC=2)([P](C2C=CC=CC=2)(C2C=CC=CC=2)C2C=CC=CC=2)[P](C2C=CC=CC=2)(C2C=CC=CC=2)C2C=CC=CC=2)(C2C=CC=CC=2)C2C=CC=CC=2)=CC=1. The reactants are Br[C:2]1[N:6]([CH3:7])[CH:5]=[C:4]([C:8]([O:10][CH2:11][CH3:12])=[O:9])[C:3]=1[CH3:13].[F:14][C:15]1[CH:20]=[CH:19][C:18](B(O)O)=[CH:17][CH:16]=1.C([O-])([O-])=O.[Na+].[Na+]. (5) The reactants are [Cl:1][C:2]1[C:10]2[N:9]=[C:8]([CH:11]([C:13]3[CH:18]=[CH:17][C:16]([Cl:19])=[CH:15][C:14]=3[Cl:20])[OH:12])[N:7]([CH2:21][CH2:22][CH2:23]O)[C:6]=2[C:5]([C:25]([O:27][CH3:28])=[O:26])=[CH:4][CH:3]=1. The catalyst is C1(C)C=CC=CC=1. The product is [Cl:1][C:2]1[CH:3]=[CH:4][C:5]([C:25]([O:27][CH3:28])=[O:26])=[C:6]2[C:10]=1[N:9]=[C:8]1[CH:11]([C:13]3[CH:18]=[CH:17][C:16]([Cl:19])=[CH:15][C:14]=3[Cl:20])[O:12][CH2:23][CH2:22][CH2:21][N:7]21. The yield is 0.320.